Dataset: Reaction yield outcomes from USPTO patents with 853,638 reactions. Task: Predict the reaction yield, written as a fraction of the theoretical maximum amount of product (1.0 means a 100% yield; for example, 0.34 means a 34% yield). (1) The reactants are [OH:1][C:2]1[CH:3]=[C:4]([CH2:8][C:9](O)=[O:10])[CH:5]=[CH:6][CH:7]=1.O. The catalyst is O1CCCC1. The product is [OH:1][C:2]1[CH:3]=[C:4]([CH2:8][CH2:9][OH:10])[CH:5]=[CH:6][CH:7]=1. The yield is 1.00. (2) The reactants are [Cl:1][C:2]1[N:11]=[C:10]([N:12]2[CH2:16][CH2:15][C@H:14]([N:17]([CH2:25][CH2:26][CH2:27][CH2:28][CH2:29][CH3:30])C(=O)OC(C)(C)C)[CH2:13]2)[C:9]2[C:4](=[CH:5][CH:6]=[CH:7][CH:8]=2)[N:3]=1.[NH2:31][C:32]1[CH:33]=[C:34]([CH:37]=[C:38]([NH2:40])[CH:39]=1)[C:35]#[N:36]. No catalyst specified. The product is [ClH:1].[ClH:1].[NH2:31][C:32]1[CH:33]=[C:34]([CH:37]=[C:38]([NH:40][C:2]2[N:11]=[C:10]([N:12]3[CH2:16][CH2:15][C@H:14]([NH:17][CH2:25][CH2:26][CH2:27][CH2:28][CH2:29][CH3:30])[CH2:13]3)[C:9]3[C:4](=[CH:5][CH:6]=[CH:7][CH:8]=3)[N:3]=2)[CH:39]=1)[C:35]#[N:36]. The yield is 0.790. (3) The reactants are [CH2:1]([O:3][C:4]([C:6]1[C:15]2[C:10](=[CH:11][CH:12]=[CH:13][CH:14]=2)[C:9](F)=[CH:8][CH:7]=1)=[O:5])[CH3:2].[NH:17]1[CH2:21][CH2:20][CH2:19][CH2:18]1. No catalyst specified. The product is [CH2:1]([O:3][C:4]([C:6]1[C:15]2[C:10](=[CH:11][CH:12]=[CH:13][CH:14]=2)[C:9]([N:17]2[CH2:21][CH2:20][CH2:19][CH2:18]2)=[CH:8][CH:7]=1)=[O:5])[CH3:2]. The yield is 0.700. (4) The reactants are [CH2:1]([O:3][C:4]([C:6]1([NH:11][C:12]([CH:14]2[CH2:18][CH:17]([O:19][C:20]3[C:29]4[C:24](=[C:25]([CH3:32])[C:26]([O:30][CH3:31])=[CH:27][CH:28]=4)[N:23]=C(C4C=CC=C(C)N=4)[CH:21]=3)[CH2:16][CH:15]2[C:40](O)=[O:41])=[O:13])[CH2:8][CH:7]1[CH:9]=[CH2:10])=[O:5])[CH3:2].Cl.[CH3:44][NH:45][CH2:46][CH2:47][CH2:48][CH2:49][CH:50]=[CH2:51].[CH:52]([N:55]([CH:58]([CH3:60])[CH3:59])CC)([CH3:54])[CH3:53].[CH3:61]N(C(ON1N=NC2C=CC=NC1=2)=[N+](C)C)C.F[P-](F)(F)(F)(F)F. The catalyst is CN(C=O)C. The product is [CH2:1]([O:3][C:4]([C:6]1([NH:11][C:12]([CH:14]2[CH2:18][CH:17]([O:19][C:20]3[C:29]4[C:24](=[C:25]([CH3:32])[C:26]([O:30][CH3:31])=[CH:27][CH:28]=4)[N:23]=[C:60]([C:58]4[CH:59]=[CH:61][CH:54]=[C:52]([CH3:53])[N:55]=4)[CH:21]=3)[CH2:16][CH:15]2[C:40](=[O:41])[N:45]([CH2:46][CH2:47][CH2:48][CH2:49][CH:50]=[CH2:51])[CH3:44])=[O:13])[CH2:8][CH:7]1[CH:9]=[CH2:10])=[O:5])[CH3:2]. The yield is 0.820. (5) The reactants are [CH3:1][Si:2]([CH3:9])([CH3:8])[C:3]#[C:4][CH2:5][CH2:6]O.[C:10]1(=[O:20])[NH:14][C:13](=[O:15])[C:12]2=[CH:16][CH:17]=[CH:18][CH:19]=[C:11]12. No catalyst specified. The product is [CH3:1][Si:2]([CH3:9])([CH3:8])[C:3]#[C:4][CH2:5][CH2:6][N:14]1[C:10](=[O:20])[C:11]2[C:12](=[CH:16][CH:17]=[CH:18][CH:19]=2)[C:13]1=[O:15]. The yield is 0.510.